From a dataset of Forward reaction prediction with 1.9M reactions from USPTO patents (1976-2016). Predict the product of the given reaction. (1) Given the reactants [Cl:1][C:2]1[CH:3]=[CH:4][C:5]([CH2:8][O:9][C:10]2[CH:15]=[CH:14][N:13]([C:16]3[CH:21]=[CH:20][C:19]4[C:22]5[CH2:23][N:24](C(OC(C)(C)C)=O)[CH2:25][CH2:26][CH2:27][C:28]=5[S:29][C:18]=4[CH:17]=3)[C:12](=[O:37])[CH:11]=2)=[N:6][CH:7]=1.Cl, predict the reaction product. The product is: [ClH:1].[Cl:1][C:2]1[CH:3]=[CH:4][C:5]([CH2:8][O:9][C:10]2[CH:15]=[CH:14][N:13]([C:16]3[CH:21]=[CH:20][C:19]4[C:22]5[CH2:23][NH:24][CH2:25][CH2:26][CH2:27][C:28]=5[S:29][C:18]=4[CH:17]=3)[C:12](=[O:37])[CH:11]=2)=[N:6][CH:7]=1. (2) Given the reactants [CH3:1][C:2]1[N:7]=[C:6]([NH2:8])[CH:5]=[CH:4][CH:3]=1.[F:9][C:10]1[CH:17]=[N:16][CH:15]=[C:14]([F:18])[C:11]=1[CH:12]=O.[N+:19]([C:21]1[CH:30]=[CH:29][C:24]2[O:25][CH2:26][CH2:27][O:28][C:23]=2[CH:22]=1)#[C-:20], predict the reaction product. The product is: [F:9][C:10]1[CH:17]=[N:16][CH:15]=[C:14]([F:18])[C:11]=1[C:12]1[N:8]=[C:6]2[CH:5]=[CH:4][CH:3]=[C:2]([CH3:1])[N:7]2[C:20]=1[NH:19][C:21]1[CH:30]=[CH:29][C:24]2[O:25][CH2:26][CH2:27][O:28][C:23]=2[CH:22]=1.